This data is from Reaction yield outcomes from USPTO patents with 853,638 reactions. The task is: Predict the reaction yield, written as a fraction of the theoretical maximum amount of product (1.0 means a 100% yield; for example, 0.34 means a 34% yield). (1) The reactants are [C:1]([OH:6])(=O)[CH2:2][CH2:3][CH3:4].Cl.[CH3:8][NH:9][O:10][CH3:11].F[P-](F)(F)(F)(F)F.N1(O[P+](N(C)C)(N(C)C)N(C)C)C2C=CC=CC=2N=N1. The catalyst is C(Cl)Cl. The product is [CH3:11][O:10][N:9]([CH3:8])[C:1](=[O:6])[CH2:2][CH2:3][CH3:4]. The yield is 0.880. (2) The reactants are [NH2:1][CH2:2][CH:3]1[CH2:8][CH2:7][C:6]2[C:9]3[C:14]([NH:15][C:16]4[CH:17]=[C:18]5[C:22](=[CH:23][CH:24]=4)[NH:21][N:20]=[CH:19]5)=[N:13][CH:12]=[N:11][C:10]=3[S:25][C:5]=2[CH2:4]1.[OH:26][CH:27]([CH3:31])[C:28](O)=[O:29].F[P-](F)(F)(F)(F)F.CN(C(=[N+](C)C)ON1C2=NC=CC=C2N=N1)C. The catalyst is CN(C)C1C=CN=CC=1.CN(C)C=O. The product is [OH:26][CH:27]([CH3:31])[C:28]([NH:1][CH2:2][CH:3]1[CH2:8][CH2:7][C:6]2[C:9]3[C:14]([NH:15][C:16]4[CH:17]=[C:18]5[C:22](=[CH:23][CH:24]=4)[NH:21][N:20]=[CH:19]5)=[N:13][CH:12]=[N:11][C:10]=3[S:25][C:5]=2[CH2:4]1)=[O:29]. The yield is 0.240.